From a dataset of Reaction yield outcomes from USPTO patents with 853,638 reactions. Predict the reaction yield, written as a fraction of the theoretical maximum amount of product (1.0 means a 100% yield; for example, 0.34 means a 34% yield). (1) The reactants are [CH2:1]([C:3]1[CH:4]=[C:5]([CH:33]2[CH2:38][CH2:37][N:36]([C:39]([O:41][C:42]([CH3:45])([CH3:44])[CH3:43])=[O:40])[CH2:35][CH2:34]2)[CH:6]=[CH:7][C:8]=1[NH:9][C:10]1[N:15]=[C:14]([C:16]#[C:17][C:18]2[CH:23]=[CH:22][CH:21]=[CH:20][C:19]=2[CH2:24][C:25]([O:27][CH3:28])=[O:26])[C:13]([C:29]([F:32])([F:31])[F:30])=[CH:12][N:11]=1)[CH3:2]. The catalyst is C(O)C.[Pd]. The product is [CH2:1]([C:3]1[CH:4]=[C:5]([CH:33]2[CH2:34][CH2:35][N:36]([C:39]([O:41][C:42]([CH3:43])([CH3:45])[CH3:44])=[O:40])[CH2:37][CH2:38]2)[CH:6]=[CH:7][C:8]=1[NH:9][C:10]1[N:15]=[C:14]([CH2:16][CH2:17][C:18]2[CH:23]=[CH:22][CH:21]=[CH:20][C:19]=2[CH2:24][C:25]([O:27][CH3:28])=[O:26])[C:13]([C:29]([F:32])([F:31])[F:30])=[CH:12][N:11]=1)[CH3:2]. The yield is 0.570. (2) The reactants are [CH3:1][C:2]1[C:10]2[N:9]=[CH:8][NH:7][C:6]=2[CH:5]=[CH:4][CH:3]=1.Br[CH2:12][C:13]([NH:15][C:16]1[CH:21]=[CH:20][CH:19]=[C:18]([C:22]([F:25])([F:24])[F:23])[CH:17]=1)=[O:14]. No catalyst specified. The product is [CH3:1][C:2]1[C:10]2[N:9]=[CH:8][N:7]([CH2:12][C:13]([NH:15][C:16]3[CH:21]=[CH:20][CH:19]=[C:18]([C:22]([F:23])([F:24])[F:25])[CH:17]=3)=[O:14])[C:6]=2[CH:5]=[CH:4][CH:3]=1. The yield is 0.390. (3) The reactants are C(OC([N:11]1[CH2:15][CH2:14][CH2:13][CH:12]1[C:16]1[CH:21]=[C:20]([CH3:22])[N:19]=[C:18]([N:23]2[CH:27]=[CH:26][N:25]=[CH:24]2)[N:17]=1)=O)C1C=CC=CC=1. The catalyst is [Pd].C(O)C. The product is [N:23]1([C:18]2[N:19]=[C:20]([CH3:22])[CH:21]=[C:16]([CH:12]3[CH2:13][CH2:14][CH2:15][NH:11]3)[N:17]=2)[CH:27]=[CH:26][N:25]=[CH:24]1. The yield is 0.890. (4) The reactants are O[CH2:2][CH:3]1[CH2:7][CH2:6][N:5]([C:8]([O:10][C:11]([CH3:14])([CH3:13])[CH3:12])=[O:9])[CH2:4]1.C(Br)(Br)(Br)[Br:16].C1(P(C2C=CC=CC=2)C2C=CC=CC=2)C=CC=CC=1. The catalyst is C(Cl)Cl. The product is [Br:16][CH2:2][CH:3]1[CH2:7][CH2:6][N:5]([C:8]([O:10][C:11]([CH3:14])([CH3:13])[CH3:12])=[O:9])[CH2:4]1. The yield is 0.550. (5) The reactants are Cl[CH2:2][C:3]([C:5]1[CH:6]=[C:7]2[C:12](=[CH:13][CH:14]=1)[NH:11][C:10](=[O:15])[CH2:9][CH2:8]2)=[O:4].[CH3:16][O:17][C:18]1[CH:19]=[C:20]([C:24]2([OH:30])[CH2:29][CH2:28][NH:27][CH2:26][CH2:25]2)[CH:21]=[CH:22][CH:23]=1.C(N(CC)CC)C.O. The catalyst is CN(C=O)C. The product is [OH:30][C:24]1([C:20]2[CH:21]=[CH:22][CH:23]=[C:18]([O:17][CH3:16])[CH:19]=2)[CH2:25][CH2:26][N:27]([CH2:2][C:3]([C:5]2[CH:6]=[C:7]3[C:12](=[CH:13][CH:14]=2)[NH:11][C:10](=[O:15])[CH2:9][CH2:8]3)=[O:4])[CH2:28][CH2:29]1. The yield is 0.460. (6) The reactants are [CH2:1]([C:3]1[N:7]([C:8]2[N:16]=[C:15]3[C:11]([N:12]=[C:13]([C:18]4([O:22][CH3:23])[CH2:21][NH:20][CH2:19]4)[N:14]3[CH3:17])=[C:10]([N:24]3[CH2:29][CH2:28][O:27][CH2:26][CH2:25]3)[N:9]=2)[C:6]2[CH:30]=[CH:31][CH:32]=[CH:33][C:5]=2[N:4]=1)[CH3:2].[CH3:34][S:35]([CH:38]=[CH2:39])(=[O:37])=[O:36]. No catalyst specified. The product is [CH2:1]([C:3]1[N:7]([C:8]2[N:16]=[C:15]3[C:11]([N:12]=[C:13]([C:18]4([O:22][CH3:23])[CH2:21][N:20]([CH2:39][CH2:38][S:35]([CH3:34])(=[O:37])=[O:36])[CH2:19]4)[N:14]3[CH3:17])=[C:10]([N:24]3[CH2:29][CH2:28][O:27][CH2:26][CH2:25]3)[N:9]=2)[C:6]2[CH:30]=[CH:31][CH:32]=[CH:33][C:5]=2[N:4]=1)[CH3:2]. The yield is 0.670. (7) The product is [Cl:25][C:20]1[CH:21]=[CH:22][CH:23]=[CH:24][C:19]=1[CH2:18][C:17]([N:14]1[CH2:13][CH2:12][CH:11]([C:8]2[S:9][CH:10]=[C:6]([C:4]([OH:5])=[O:3])[N:7]=2)[CH2:16][CH2:15]1)=[O:26]. The catalyst is CO. The reactants are C([O:3][C:4]([C:6]1[N:7]=[C:8]([CH:11]2[CH2:16][CH2:15][N:14]([C:17](=[O:26])[CH2:18][C:19]3[CH:24]=[CH:23][CH:22]=[CH:21][C:20]=3[Cl:25])[CH2:13][CH2:12]2)[S:9][CH:10]=1)=[O:5])C.[OH-].[Na+]. The yield is 0.580. (8) The reactants are [N:1]1([C:7]2[CH:16]=[CH:15][CH:14]=[C:13]3[C:8]=2[C:9]([NH2:18])=[N:10][C:11]([NH2:17])=[N:12]3)[CH2:6][CH2:5][NH:4][CH2:3][CH2:2]1.[CH2:19]1[O:29][C:28]2[CH:27]=[CH:26][C:23]([CH2:24]Cl)=[CH:22][C:21]=2[O:20]1. No catalyst specified. The product is [O:29]1[C:28]2[CH:27]=[CH:26][C:23]([CH2:24][N:4]3[CH2:5][CH2:6][N:1]([C:7]4[CH:16]=[CH:15][CH:14]=[C:13]5[C:8]=4[C:9]([NH2:18])=[N:10][C:11]([NH2:17])=[N:12]5)[CH2:2][CH2:3]3)=[CH:22][C:21]=2[O:20][CH2:19]1. The yield is 0.500. (9) The reactants are Cl[C:2]1[C:7]([N+:8]([O-:10])=[O:9])=[CH:6][C:5]([N+:11]([O-:13])=[O:12])=[CH:4][C:3]=1[C:14]([F:17])([F:16])[F:15].[CH2:18]([N:20]1[CH2:25][CH2:24][NH:23][CH2:22][CH2:21]1)[CH3:19].O. The catalyst is ClCCl. The product is [CH2:18]([N:20]1[CH2:25][CH2:24][N:23]([C:2]2[C:3]([C:14]([F:17])([F:16])[F:15])=[CH:4][C:5]([N+:11]([O-:13])=[O:12])=[CH:6][C:7]=2[N+:8]([O-:10])=[O:9])[CH2:22][CH2:21]1)[CH3:19]. The yield is 0.950.